From a dataset of Reaction yield outcomes from USPTO patents with 853,638 reactions. Predict the reaction yield, written as a fraction of the theoretical maximum amount of product (1.0 means a 100% yield; for example, 0.34 means a 34% yield). (1) The reactants are C(=O)([O-])[O-].[K+].[K+].Br[C:8]1[N:12]([C:13]2[C:18]([Cl:19])=[CH:17][C:16]([C:20]([F:23])([F:22])[F:21])=[CH:15][C:14]=2[Cl:24])[N:11]=[C:10]([C:25]#[N:26])[C:9]=1[S:27]([C:30]([F:33])([F:32])[F:31])(=[O:29])=[O:28].[CH3:34][NH:35][CH2:36][CH2:37][OH:38].[Cl-].[NH4+]. The catalyst is CN(C)C=O. The product is [Cl:24][C:14]1[CH:15]=[C:16]([C:20]([F:23])([F:22])[F:21])[CH:17]=[C:18]([Cl:19])[C:13]=1[N:12]1[C:8]([N:35]([CH2:36][CH2:37][OH:38])[CH3:34])=[C:9]([S:27]([C:30]([F:33])([F:32])[F:31])(=[O:29])=[O:28])[C:10]([C:25]#[N:26])=[N:11]1. The yield is 0.570. (2) No catalyst specified. The yield is 0.550. The product is [CH:22]1[C:23]2[CH:11]([CH2:10][O:9][C:7]([NH:8][CH:28]([O:27][CH3:25])[C:29]([O:4][CH3:3])=[O:1])=[O:24])[C:12]3[C:17](=[CH:16][CH:15]=[CH:14][CH:13]=3)[C:18]=2[CH:19]=[CH:20][CH:21]=1. The reactants are [OH2:1].C(O)(=O)[CH:3]=[O:4].[C:7](=[O:24])([O:9][CH2:10][CH:11]1[C:23]2[CH:22]=[CH:21][CH:20]=[CH:19][C:18]=2[C:17]2[C:12]1=[CH:13][CH:14]=[CH:15][CH:16]=2)[NH2:8].[CH2:25]([O:27][CH2:28][CH3:29])C. (3) The reactants are [CH3:1][N:2]1[CH:6]=[CH:5][N:4]=[C:3]1[C:7]([C:9]1[CH:14]=[CH:13][CH:12]=[CH:11][CH:10]=1)=O.Cl.[NH2:16][OH:17]. The catalyst is N1C=CC=CC=1. The product is [OH:17][N:16]=[C:7]([C:3]1[N:2]([CH3:1])[CH:6]=[CH:5][N:4]=1)[C:9]1[CH:14]=[CH:13][CH:12]=[CH:11][CH:10]=1. The yield is 0.800. (4) The reactants are [NH2:1][C:2]1[C:11]2[C:6](=[C:7](Br)[CH:8]=[CH:9][CH:10]=2)[N:5]=[N:4][C:3]=1[C:13]([NH:15][CH:16]1[CH2:18][CH2:17]1)=[O:14].[CH3:19][O:20][C:21]1[C:26](B(O)O)=[CH:25][CH:24]=[CH:23][N:22]=1. No catalyst specified. The product is [NH2:1][C:2]1[C:11]2[C:6](=[C:7]([C:26]3[C:21]([O:20][CH3:19])=[N:22][CH:23]=[CH:24][CH:25]=3)[CH:8]=[CH:9][CH:10]=2)[N:5]=[N:4][C:3]=1[C:13]([NH:15][CH:16]1[CH2:18][CH2:17]1)=[O:14]. The yield is 0.760. (5) The reactants are [CH3:1][CH2:2][CH:3](P(OCC)(OCC)=O)[C:4]([O:6][CH2:7][CH3:8])=[O:5].[H-].[Na+].[CH2:19]([O:21][C:22]1[CH:23]=[C:24]([CH:27]=[CH:28][C:29]=1[OH:30])[CH:25]=O)[CH3:20].[Cl-].[NH4+].Cl. The catalyst is O1CCCC1. The product is [CH2:19]([O:21][C:22]1[CH:23]=[C:24](/[CH:25]=[C:3](\[CH2:2][CH3:1])/[C:4]([O:6][CH2:7][CH3:8])=[O:5])[CH:27]=[CH:28][C:29]=1[OH:30])[CH3:20]. The yield is 0.710. (6) The reactants are [F:1][C:2]1[CH:7]=[CH:6][C:5]([CH2:8][C:9]2[CH:18]=[C:17]3[C:12]([C:13]([OH:26])=[C:14]([C:21](OCC)=[O:22])[C:15](=[O:20])[N:16]3[CH3:19])=[N:11][CH:10]=2)=[CH:4][CH:3]=1.[NH2:27][CH2:28][CH:29]([OH:32])[CH2:30][OH:31]. No catalyst specified. The product is [OH:32][CH:29]([CH2:30][OH:31])[CH2:28][NH:27][C:21]([C:14]1[C:15](=[O:20])[N:16]([CH3:19])[C:17]2[C:12]([C:13]=1[OH:26])=[N:11][CH:10]=[C:9]([CH2:8][C:5]1[CH:4]=[CH:3][C:2]([F:1])=[CH:7][CH:6]=1)[CH:18]=2)=[O:22]. The yield is 0.910.